From a dataset of Forward reaction prediction with 1.9M reactions from USPTO patents (1976-2016). Predict the product of the given reaction. (1) Given the reactants [Li+].CC([N-]C(C)C)C.[C:9]([O:13][C:14]([CH:16]1[CH2:18][CH2:17]1)=[O:15])([CH3:12])([CH3:11])[CH3:10].[CH3:19][Si:20]([C:23]#[C:24][CH2:25]Br)([CH3:22])[CH3:21].CN1C(=O)N(C)CCC1, predict the reaction product. The product is: [C:9]([O:13][C:14]([C:16]1([CH2:25][C:24]#[C:23][Si:20]([CH3:22])([CH3:21])[CH3:19])[CH2:18][CH2:17]1)=[O:15])([CH3:12])([CH3:11])[CH3:10]. (2) Given the reactants [CH3:1][O:2][C:3]1[CH:4]=[C:5]([CH:34]=[CH:35][C:36]=1[O:37][CH3:38])[CH2:6][CH:7]1[C:13]2[CH:14]=[C:15]([OH:20])[C:16]([O:18][CH3:19])=[CH:17][C:12]=2[CH2:11][CH2:10][CH2:9][N:8]1[CH2:21][C:22]([NH:24][CH:25]1[C:33]2[C:28](=[CH:29][CH:30]=[CH:31][CH:32]=2)[CH2:27][CH2:26]1)=[O:23].Br[CH:40]([CH3:42])[CH3:41], predict the reaction product. The product is: [CH3:1][O:2][C:3]1[CH:4]=[C:5]([CH:34]=[CH:35][C:36]=1[O:37][CH3:38])[CH2:6][CH:7]1[C:13]2[CH:14]=[C:15]([O:20][CH:40]([CH3:42])[CH3:41])[C:16]([O:18][CH3:19])=[CH:17][C:12]=2[CH2:11][CH2:10][CH2:9][N:8]1[CH2:21][C:22]([NH:24][CH:25]1[C:33]2[C:28](=[CH:29][CH:30]=[CH:31][CH:32]=2)[CH2:27][CH2:26]1)=[O:23]. (3) The product is: [F:23][C:24]1[CH:25]=[C:26]([NH:39][C:40]([NH:42][CH2:43][CH2:44][OH:45])=[O:41])[CH:27]=[CH:28][C:29]=1[C:2]1[N:3]=[C:4]([N:16]2[CH2:21][CH2:20][O:19][CH2:18][C@@H:17]2[CH3:22])[C:5]2[CH2:10][N:9]([C:11]([O:13][CH2:14][CH3:15])=[O:12])[CH2:8][C:6]=2[N:7]=1. Given the reactants Cl[C:2]1[N:3]=[C:4]([N:16]2[CH2:21][CH2:20][O:19][CH2:18][C@@H:17]2[CH3:22])[C:5]2[CH2:10][N:9]([C:11]([O:13][CH2:14][CH3:15])=[O:12])[CH2:8][C:6]=2[N:7]=1.[F:23][C:24]1[CH:25]=[C:26]([NH:39][C:40]([NH:42][CH2:43][CH2:44][OH:45])=[O:41])[CH:27]=[CH:28][C:29]=1B1OC(C)(C)C(C)(C)O1.ClCCl.C(=O)([O-])[O-].[Na+].[Na+], predict the reaction product. (4) Given the reactants Cl[Si:2]([CH:9]([CH3:11])[CH3:10])([CH:6]([CH3:8])[CH3:7])[CH:3]([CH3:5])[CH3:4].[CH2:12]([O:19][CH2:20][C@@H:21]([OH:24])[CH2:22][OH:23])[C:13]1[CH:18]=[CH:17][CH:16]=[CH:15][CH:14]=1.N1C=CN=C1, predict the reaction product. The product is: [CH2:12]([O:19][CH2:20][C@@H:21]([OH:24])[CH2:22][O:23][Si:2]([CH:9]([CH3:11])[CH3:10])([CH:6]([CH3:8])[CH3:7])[CH:3]([CH3:5])[CH3:4])[C:13]1[CH:18]=[CH:17][CH:16]=[CH:15][CH:14]=1. (5) Given the reactants [Cl:1][C:2]1[CH:10]=[CH:9][C:8]2[NH:7][C:6]3[CH2:11][CH2:12][N:13]([CH3:16])[CH2:14][CH2:15][C:5]=3[C:4]=2[CH:3]=1.CN(C=O)C.[O-]P([O-])([O-])=O.[K+].[K+].[K+].Br[CH:31]=[C:32]([C:34]1[CH:39]=[CH:38][C:37]([O:40][CH3:41])=[CH:36][CH:35]=1)[CH3:33], predict the reaction product. The product is: [Cl:1][C:2]1[CH:10]=[CH:9][C:8]2[N:7](/[CH:31]=[C:32](/[C:34]3[CH:35]=[CH:36][C:37]([O:40][CH3:41])=[CH:38][CH:39]=3)\[CH3:33])[C:6]3[CH2:11][CH2:12][N:13]([CH3:16])[CH2:14][CH2:15][C:5]=3[C:4]=2[CH:3]=1.